Dataset: Full USPTO retrosynthesis dataset with 1.9M reactions from patents (1976-2016). Task: Predict the reactants needed to synthesize the given product. Given the product [CH:22]([N:12]1[CH2:11][C:10]2[CH:14]=[CH:15][C:16]([C:18]([O:20][CH3:21])=[O:19])=[CH:17][C:9]=2[O:8][C@H:7]([C:1]2[CH:2]=[CH:3][CH:4]=[CH:5][CH:6]=2)[CH2:13]1)=[O:23], predict the reactants needed to synthesize it. The reactants are: [C:1]1([C@@H:7]2[CH2:13][NH:12][CH2:11][C:10]3[CH:14]=[CH:15][C:16]([C:18]([O:20][CH3:21])=[O:19])=[CH:17][C:9]=3[O:8]2)[CH:6]=[CH:5][CH:4]=[CH:3][CH:2]=1.[C:22](O)(C(F)(F)F)=[O:23].CCN(CC)CC.